This data is from Reaction yield outcomes from USPTO patents with 853,638 reactions. The task is: Predict the reaction yield, written as a fraction of the theoretical maximum amount of product (1.0 means a 100% yield; for example, 0.34 means a 34% yield). (1) The reactants are [C:1]1([C@H:7]([NH2:11])[CH2:8][CH2:9][CH3:10])[CH:6]=[CH:5][CH:4]=[CH:3][CH:2]=1.Br[CH2:13][C:14]1[CH:23]=[CH:22][C:17]([C:18]([O:20][CH3:21])=[O:19])=[CH:16][CH:15]=1.C([O-])([O-])=O.[K+].[K+]. The catalyst is CN(C=O)C.C(OCC)(=O)C.[Cl-].[Na+].O. The product is [C:1]1([C@H:7]([NH:11][CH2:13][C:14]2[CH:23]=[CH:22][C:17]([C:18]([O:20][CH3:21])=[O:19])=[CH:16][CH:15]=2)[CH2:8][CH2:9][CH3:10])[CH:6]=[CH:5][CH:4]=[CH:3][CH:2]=1. The yield is 0.950. (2) The catalyst is CN(C=O)C. The product is [CH3:38][O:39][C:40](=[O:50])[C:41]1[CH:46]=[CH:45][C:44]([C:47]([N:16]2[C:17]3[C:22](=[CH:21][CH:20]=[CH:19][CH:18]=3)[N:13]([C:11]([C:10]3[C:5]([O:4][C:3]4[CH:24]=[C:25]([Cl:28])[CH:26]=[CH:27][C:2]=4[Cl:1])=[N:6][CH:7]=[C:8]([F:23])[CH:9]=3)=[O:12])[CH2:14][CH2:15]2)=[O:48])=[CH:43][CH:42]=1. The yield is 0.110. The reactants are [Cl:1][C:2]1[CH:27]=[CH:26][C:25]([Cl:28])=[CH:24][C:3]=1[O:4][C:5]1[C:10]([C:11]([N:13]2[C:22]3[C:17](=[CH:18][CH:19]=[CH:20][CH:21]=3)[NH:16][CH2:15][CH2:14]2)=[O:12])=[CH:9][C:8]([F:23])=[CH:7][N:6]=1.C(N(C(C)C)C(C)C)C.[CH3:38][O:39][C:40](=[O:50])[C:41]1[CH:46]=[CH:45][C:44]([C:47](Cl)=[O:48])=[CH:43][CH:42]=1. (3) The reactants are FC1C=CC=CC=1C[C:5]1[CH:6]=[C:7]([CH:15]=[CH:16][C:17]=1[O:18][CH2:19][C:20]1[CH:25]=[CH:24][CH:23]=[CH:22][C:21]=1[F:26])[CH2:8][NH:9][C@H:10]([CH3:14])[C:11]([NH2:13])=[O:12].CS(O)(=O)=O. The catalyst is C(OCC)(=O)C. The product is [F:26][C:21]1[CH:22]=[CH:23][CH:24]=[CH:25][C:20]=1[CH2:19][O:18][C:17]1[CH:5]=[CH:6][C:7]([CH2:8][NH:9][C@H:10]([CH3:14])[C:11]([NH2:13])=[O:12])=[CH:15][CH:16]=1. The yield is 0.840. (4) The reactants are [Br:1][C:2]1[CH:7]=[C:6]([F:8])[CH:5]=[CH:4][C:3]=1[CH:9]1[C:14]([C:15]([O:17][CH2:18][CH3:19])=[O:16])=[C:13]([CH2:20]Br)[NH:12][C:11]([C:22]2[S:23][CH:24]=[CH:25][N:26]=2)=[N:10]1.Cl.[C:28]([O:31][CH2:32][CH2:33][NH:34][C:35]([C@@H:37]1[CH2:42][O:41][CH2:40][CH2:39][NH:38]1)=[O:36])(=[O:30])[CH3:29]. No catalyst specified. The product is [C:28]([O:31][CH2:32][CH2:33][NH:34][C:35]([C@H:37]1[N:38]([CH2:20][C:13]2[NH:12][C:11]([C:22]3[S:23][CH:24]=[CH:25][N:26]=3)=[N:10][CH:9]([C:3]3[CH:4]=[CH:5][C:6]([F:8])=[CH:7][C:2]=3[Br:1])[C:14]=2[C:15]([O:17][CH2:18][CH3:19])=[O:16])[CH2:39][CH2:40][O:41][CH2:42]1)=[O:36])(=[O:30])[CH3:29]. The yield is 0.260. (5) The reactants are S(=O)(=O)(O)O.[Cl:6][C:7]1[CH:8]=[CH:9][C:10]2[N:11]([C:13]([CH2:23][C:24]([OH:26])=[O:25])=[C:14]([C:16]3[CH:21]=[CH:20][C:19]([OH:22])=[CH:18][CH:17]=3)[N:15]=2)[CH:12]=1.[CH:27](OC)(OC)OC.C(=O)(O)[O-].[Na+]. The catalyst is O.C(OCC)(=O)C.CO. The product is [Cl:6][C:7]1[CH:8]=[CH:9][C:10]2[N:11]([C:13]([CH2:23][C:24]([O:26][CH3:27])=[O:25])=[C:14]([C:16]3[CH:17]=[CH:18][C:19]([OH:22])=[CH:20][CH:21]=3)[N:15]=2)[CH:12]=1. The yield is 0.927. (6) The reactants are [N+:1]([C:4]1[CH:5]=[C:6]([N:10]([CH2:18][C:19]2[CH:24]=[CH:23][CH:22]=[C:21]([O:25][C:26]([F:31])([F:30])[CH:27]([F:29])[F:28])[CH:20]=2)[CH2:11][CH:12]([OH:17])[C:13]([F:16])([F:15])[F:14])[CH:7]=[CH:8][CH:9]=1)([O-])=O. The catalyst is C(O)(=O)C.[Zn]. The product is [NH2:1][C:4]1[CH:5]=[C:6]([N:10]([CH2:18][C:19]2[CH:24]=[CH:23][CH:22]=[C:21]([O:25][C:26]([F:30])([F:31])[CH:27]([F:28])[F:29])[CH:20]=2)[CH2:11][CH:12]([OH:17])[C:13]([F:16])([F:15])[F:14])[CH:7]=[CH:8][CH:9]=1. The yield is 0.780.